The task is: Predict which catalyst facilitates the given reaction.. This data is from Catalyst prediction with 721,799 reactions and 888 catalyst types from USPTO. Reactant: O.C(O)(=O)CC(CC(O)=O)(C(O)=O)O.O.O.C([O-])(=O)CC(CC([O-])=O)(C([O-])=O)O.[Na+].[Na+].[Na+].[Cl-].[Na+].[CH3:35][CH:36]([NH:46][CH2:47][CH:48]([OH:59])[C:49]1[CH:50]=[CH:51][C:52]([OH:58])=[C:53]([NH:55][CH:56]=[O:57])[CH:54]=1)[CH2:37][C:38]1[CH:39]=[CH:40][C:41]([O:44][CH3:45])=[CH:42][CH:43]=1.C(/C(O)=O)=C\C(O)=O.O.O. The catalyst class is: 6. Product: [CH3:35][CH:36]([NH:46][CH2:47][CH:48]([OH:59])[C:49]1[CH:50]=[CH:51][C:52]([OH:58])=[C:53]([NH:55][CH:56]=[O:57])[CH:54]=1)[CH2:37][C:38]1[CH:39]=[CH:40][C:41]([O:44][CH3:45])=[CH:42][CH:43]=1.